Task: Predict the reactants needed to synthesize the given product.. Dataset: Full USPTO retrosynthesis dataset with 1.9M reactions from patents (1976-2016) (1) Given the product [CH2:22]([N:34]([CH2:33][CH3:32])[C:19](=[O:21])[CH2:18][C:17]1[N:11]2[CH:12]=[CH:13][C:14]([CH3:16])=[CH:15][C:10]2=[N:9][C:8]=1[C:5]1[CH:6]=[CH:7][C:2]([Cl:1])=[CH:3][CH:4]=1)[C:23]1[CH:24]=[CH:25][CH:26]=[CH:27][CH:28]=1, predict the reactants needed to synthesize it. The reactants are: [Cl:1][C:2]1[CH:7]=[CH:6][C:5]([C:8]2[N:9]=[C:10]3[CH:15]=[C:14]([CH3:16])[CH:13]=[CH:12][N:11]3[C:17]=2[CH2:18][C:19]([OH:21])=O)=[CH:4][CH:3]=1.[CH2:22](CCN)[C:23]1[CH:28]=[CH:27][CH:26]=[CH:25][CH:24]=1.[CH3:32][CH2:33][N:34]=C=NCCCN(C)C.Cl. (2) Given the product [CH3:22][CH:23]1[CH2:27][CH2:26][CH2:25][N:24]1[CH2:2][CH2:3][CH2:4][O:5][C:6]1[CH:11]=[CH:10][C:9]([C:12]2[S:13][C:14]3[CH2:20][CH2:19][NH:18][CH2:17][CH2:16][C:15]=3[N:21]=2)=[CH:8][CH:7]=1, predict the reactants needed to synthesize it. The reactants are: Cl[CH2:2][CH2:3][CH2:4][O:5][C:6]1[CH:11]=[CH:10][C:9]([C:12]2[S:13][C:14]3[CH2:20][CH2:19][NH:18][CH2:17][CH2:16][C:15]=3[N:21]=2)=[CH:8][CH:7]=1.[CH3:22][CH:23]1[CH2:27][CH2:26][CH2:25][NH:24]1.C(OCC)(=O)C.